Dataset: Catalyst prediction with 721,799 reactions and 888 catalyst types from USPTO. Task: Predict which catalyst facilitates the given reaction. (1) Product: [N:1]1[CH:6]=[CH:5][CH:4]=[CH:3][C:2]=1[CH2:7][C:8]1[N:13]=[N:12][C:11]([O:14][C:17](=[O:18])[N:16]([CH3:15])[C:20]2[CH:25]=[CH:24][CH:23]=[CH:22][CH:21]=2)=[CH:10][CH:9]=1. Reactant: [N:1]1[CH:6]=[CH:5][CH:4]=[CH:3][C:2]=1[CH2:7][C:8]1[N:13]=[N:12][C:11]([OH:14])=[CH:10][CH:9]=1.[CH3:15][N:16]([C:20]1[CH:25]=[CH:24][CH:23]=[CH:22][CH:21]=1)[C:17](Cl)=[O:18].N12CCN(CC1)CC2.O. The catalyst class is: 9. (2) Reactant: C(P(=O)(OCC)OCC)#N.[C:11]([CH2:14][O:15][C:16]1[CH:21]=[CH:20][C:19]([CH2:22][CH:23]([O:28][CH2:29][C:30]2[CH:35]=[CH:34][C:33]([F:36])=[CH:32][CH:31]=2)[C:24]([O:26][CH3:27])=[O:25])=[CH:18][CH:17]=1)(O)=[O:12].[C:37]12([C:47]3[CH:69]=[CH:68][C:50]([O:51][C:52]4[CH:58]=[CH:57][C:55]([NH2:56])=[C:54]([N:59]([C:61]([O:63][C:64]([CH3:67])([CH3:66])[CH3:65])=[O:62])[CH3:60])[CH:53]=4)=[CH:49][CH:48]=3)[CH2:46][CH:41]3[CH2:42][CH:43]([CH2:45][CH:39]([CH2:40]3)[CH2:38]1)[CH2:44]2.C(N(CC)CC)C. Product: [C:37]12([C:47]3[CH:69]=[CH:68][C:50]([O:51][C:52]4[CH:58]=[CH:57][C:55]([NH:56][C:11]([CH2:14][O:15][C:16]5[CH:17]=[CH:18][C:19]([CH2:22][CH:23]([O:28][CH2:29][C:30]6[CH:31]=[CH:32][C:33]([F:36])=[CH:34][CH:35]=6)[C:24]([O:26][CH3:27])=[O:25])=[CH:20][CH:21]=5)=[O:12])=[C:54]([N:59]([C:61]([O:63][C:64]([CH3:65])([CH3:66])[CH3:67])=[O:62])[CH3:60])[CH:53]=4)=[CH:49][CH:48]=3)[CH2:38][CH:39]3[CH2:40][CH:41]([CH2:42][CH:43]([CH2:45]3)[CH2:44]1)[CH2:46]2. The catalyst class is: 7. (3) Reactant: C(OC([NH:11][CH2:12][CH2:13][C:14]1[CH:19]=[CH:18][CH:17]=[CH:16][C:15]=1[O:20][CH2:21][CH2:22][N:23]1[CH2:28][CH2:27][O:26][CH2:25][CH2:24]1)=O)C1C=CC=CC=1. Product: [O:26]1[CH2:25][CH2:24][N:23]([CH2:22][CH2:21][O:20][C:15]2[CH:16]=[CH:17][CH:18]=[CH:19][C:14]=2[CH2:13][CH2:12][NH2:11])[CH2:28][CH2:27]1. The catalyst class is: 19.